This data is from Forward reaction prediction with 1.9M reactions from USPTO patents (1976-2016). The task is: Predict the product of the given reaction. (1) Given the reactants [CH3:1][O:2][C:3](=[O:41])[C:4]1[CH:9]=[CH:8][C:7]([O:10][CH2:11][CH2:12][C:13]2[C:21]3[C:16](=[CH:17][CH:18]=[C:19]([Cl:22])[CH:20]=3)[N:15]([CH:23]([C:30]3[CH:35]=[CH:34][CH:33]=[CH:32][CH:31]=3)[C:24]3[CH:29]=[CH:28][CH:27]=[CH:26][CH:25]=3)[C:14]=2[CH2:36][CH2:37][C:38](O)=[O:39])=[CH:6][CH:5]=1.C(Cl)(=O)C(Cl)=O, predict the reaction product. The product is: [CH3:1][O:2][C:3](=[O:41])[C:4]1[CH:5]=[CH:6][C:7]([O:10][CH2:11][CH2:12][C:13]2[C:21]3[C:16](=[CH:17][CH:18]=[C:19]([Cl:22])[CH:20]=3)[N:15]([CH:23]([C:30]3[CH:31]=[CH:32][CH:33]=[CH:34][CH:35]=3)[C:24]3[CH:29]=[CH:28][CH:27]=[CH:26][CH:25]=3)[C:14]=2[CH2:36][CH2:37][CH2:38][OH:39])=[CH:8][CH:9]=1. (2) Given the reactants C[O:2][C:3](=[O:23])[C:4]1[C:9]([C:10]([F:13])([F:12])[F:11])=[CH:8][CH:7]=[C:6]([O:14][CH3:15])[C:5]=1[NH:16]C(=O)CC(=O)C, predict the reaction product. The product is: [NH2:16][C:5]1[C:6]([O:14][CH3:15])=[CH:7][CH:8]=[C:9]([C:10]([F:11])([F:12])[F:13])[C:4]=1[C:3]([OH:23])=[O:2]. (3) Given the reactants [CH2:1]([C:3]1[C:4]([CH3:27])=[N:5][C:6]2[N:7]([N:11]=[CH:12][C:13]=2[C:14]2[CH:15]=[N:16][N:17](COCC[Si](C)(C)C)[CH:18]=2)[C:8]=1[O:9]C)[CH3:2].Cl, predict the reaction product. The product is: [CH2:1]([C:3]1[C:8](=[O:9])[N:7]2[N:11]=[CH:12][C:13]([C:14]3[CH:15]=[N:16][NH:17][CH:18]=3)=[C:6]2[NH:5][C:4]=1[CH3:27])[CH3:2]. (4) Given the reactants [CH3:1][O:2][C:3]1[CH:26]=[CH:25][C:6]([C:7]([NH:9][C:10]2[C:11]([NH:16][C:17]([CH:19]3[CH2:24][CH2:23][NH:22][CH2:21][CH2:20]3)=[O:18])=[CH:12][CH:13]=[CH:14][CH:15]=2)=[O:8])=[CH:5][CH:4]=1.[CH2:27]([O:34][C:35]1[CH:42]=[CH:41][C:38]([CH:39]=O)=[CH:37][CH:36]=1)[C:28]1[CH:33]=[CH:32][CH:31]=[CH:30][CH:29]=1, predict the reaction product. The product is: [CH3:1][O:2][C:3]1[CH:4]=[CH:5][C:6]([C:7]([NH:9][C:10]2[C:11]([NH:16][C:17]([CH:19]3[CH2:20][CH2:21][N:22]([CH2:39][C:38]4[CH:41]=[CH:42][C:35]([O:34][CH2:27][C:28]5[CH:33]=[CH:32][CH:31]=[CH:30][CH:29]=5)=[CH:36][CH:37]=4)[CH2:23][CH2:24]3)=[O:18])=[CH:12][CH:13]=[CH:14][CH:15]=2)=[O:8])=[CH:25][CH:26]=1. (5) Given the reactants [C:1](O[BH3-])(=[O:3])C.[Na+].[Si:7]([O:14][CH2:15][CH:16]=O)([C:10]([CH3:13])([CH3:12])[CH3:11])([CH3:9])[CH3:8].[F:18][C:19]1[C:24]([F:25])=[CH:23][CH:22]=[CH:21][C:20]=1[NH:26][C:27](=[O:53])[CH2:28][C:29]1[NH:33][N:32]=[C:31]([NH:34][C:35]2[C:44]3[C:39](=[CH:40][C:41]([O:45][CH2:46][CH:47]4[CH2:52][CH2:51][NH:50][CH2:49][CH2:48]4)=[CH:42][CH:43]=3)[N:38]=[CH:37][N:36]=2)[CH:30]=1.C(O)(=O)C, predict the reaction product. The product is: [NH3:26].[CH3:1][OH:3].[Si:7]([O:14][CH2:15][CH2:16][N:50]1[CH2:49][CH2:48][CH:47]([CH2:46][O:45][C:41]2[CH:40]=[C:39]3[C:44]([C:35]([NH:34][C:31]4[CH:30]=[C:29]([CH2:28][C:27]([NH:26][C:20]5[CH:21]=[CH:22][CH:23]=[C:24]([F:25])[C:19]=5[F:18])=[O:53])[NH:33][N:32]=4)=[N:36][CH:37]=[N:38]3)=[CH:43][CH:42]=2)[CH2:52][CH2:51]1)([C:10]([CH3:11])([CH3:12])[CH3:13])([CH3:8])[CH3:9].